From a dataset of Catalyst prediction with 721,799 reactions and 888 catalyst types from USPTO. Predict which catalyst facilitates the given reaction. Reactant: [N:1]1[CH:6]=[CH:5][CH:4]=[CH:3][C:2]=1[CH2:7][NH:8][CH2:9][C:10]1[CH:15]=[CH:14][CH:13]=[CH:12][N:11]=1.Cl[CH2:17][C:18]1[CH:23]=[CH:22][CH:21]=[C:20]([CH2:24][Cl:25])[N:19]=1. Product: [Cl:25][CH2:24][C:20]1[N:19]=[C:18]([CH2:17][N:8]([CH2:7][C:2]2[CH:3]=[CH:4][CH:5]=[CH:6][N:1]=2)[CH2:9][C:10]2[CH:15]=[CH:14][CH:13]=[CH:12][N:11]=2)[CH:23]=[CH:22][CH:21]=1. The catalyst class is: 1.